From a dataset of Reaction yield outcomes from USPTO patents with 853,638 reactions. Predict the reaction yield, written as a fraction of the theoretical maximum amount of product (1.0 means a 100% yield; for example, 0.34 means a 34% yield). (1) The reactants are Cl[C:2]1[CH:12]=[CH:11][C:5]([C:6]([O:8]CC)=[O:7])=[CH:4][N:3]=1.[OH-].[Li+].C(OC1C=[CH:25][C:21]([C:22](O)=[O:23])=[CH:20]N=1)C. The catalyst is CC(C)CO. The product is [CH2:22]([O:23][C:2]1[CH:12]=[CH:11][C:5]([C:6]([OH:8])=[O:7])=[CH:4][N:3]=1)[CH:21]([CH3:25])[CH3:20]. The yield is 0.250. (2) The reactants are [C:1]([O:5][C:6]([NH:8][CH:9]1[CH:14]([OH:15])[CH2:13][CH2:12][N:11](C(OCC2C=CC=CC=2)=O)[CH2:10]1)=[O:7])([CH3:4])([CH3:3])[CH3:2]. The catalyst is CO.[Pd]. The product is [C:1]([O:5][C:6](=[O:7])[NH:8][C@H:9]1[C@@H:14]([OH:15])[CH2:13][CH2:12][NH:11][CH2:10]1)([CH3:4])([CH3:2])[CH3:3]. The yield is 0.980. (3) The reactants are [C:1]([O:5][CH2:6][CH2:7][CH2:8][CH2:9][CH2:10][CH2:11]Cl)([CH3:4])([CH3:3])[CH3:2].[Cl:13][C:14]([SiH3:17])(Cl)[Cl:15]. The catalyst is C(OCC)C. The product is [C:1]([O:5][CH2:6][CH2:7][CH2:8][CH2:9][CH2:10][CH2:11][SiH2:17][CH:14]([Cl:15])[Cl:13])([CH3:2])([CH3:3])[CH3:4]. The yield is 0.840. (4) The reactants are O[C:2]1[CH:3]=[N:4][CH:5]=[CH:6][C:7]=1[NH:8][C:9]([C:11]1[S:12][C:13]([N+:16]([O-:18])=[O:17])=[CH:14][CH:15]=1)=[O:10].O=P12OP3(OP(OP(O3)(O1)=O)(=O)O2)=O.CC1C=CC(C)=CC=1. The catalyst is N1C=CC=CC=1. The product is [N+:16]([C:13]1[S:12][C:11]([C:9]2[O:10][C:2]3[CH:3]=[N:4][CH:5]=[CH:6][C:7]=3[N:8]=2)=[CH:15][CH:14]=1)([O-:18])=[O:17]. The yield is 0.170. (5) The reactants are [C:1]([O:5][C:6](=[O:46])[CH2:7][CH2:8][CH2:9][CH2:10][CH2:11][CH2:12][CH2:13][CH2:14][CH2:15][CH2:16][CH2:17][CH2:18][CH2:19][CH2:20][CH2:21][CH2:22][C:23](=[O:45])[N:24]([CH2:34][C:35]([O:37]CC1C=CC=CC=1)=[O:36])[CH2:25][CH2:26][C:27]([O:29][C:30]([CH3:33])([CH3:32])[CH3:31])=[O:28])([CH3:4])([CH3:3])[CH3:2]. The catalyst is C1COCC1.[Pd].CCOC(C)=O. The product is [C:1]([O:5][C:6](=[O:46])[CH2:7][CH2:8][CH2:9][CH2:10][CH2:11][CH2:12][CH2:13][CH2:14][CH2:15][CH2:16][CH2:17][CH2:18][CH2:19][CH2:20][CH2:21][CH2:22][C:23](=[O:45])[N:24]([CH2:25][CH2:26][C:27]([O:29][C:30]([CH3:33])([CH3:32])[CH3:31])=[O:28])[CH2:34][C:35]([OH:37])=[O:36])([CH3:4])([CH3:2])[CH3:3]. The yield is 0.800.